This data is from Peptide-MHC class I binding affinity with 185,985 pairs from IEDB/IMGT. The task is: Regression. Given a peptide amino acid sequence and an MHC pseudo amino acid sequence, predict their binding affinity value. This is MHC class I binding data. The peptide sequence is KLRPKWLDA. The MHC is HLA-A30:01 with pseudo-sequence HLA-A30:01. The binding affinity (normalized) is 0.678.